Dataset: HIV replication inhibition screening data with 41,000+ compounds from the AIDS Antiviral Screen. Task: Binary Classification. Given a drug SMILES string, predict its activity (active/inactive) in a high-throughput screening assay against a specified biological target. (1) The drug is Cc1ccc(C)n1-n1c2ccccc2c2ccccc21. The result is 0 (inactive). (2) The molecule is C#CCNC(=O)ON1C(=O)CCC1=O. The result is 0 (inactive). (3) The molecule is CCOC(=O)c1ccc(CSc2ccccc2C(=O)OCC)c([N+](=O)[O-])c1. The result is 0 (inactive). (4) The molecule is Cc1nnc2n1N=C1CC(C)(C)CC(=O)C1S2. The result is 0 (inactive).